From a dataset of Full USPTO retrosynthesis dataset with 1.9M reactions from patents (1976-2016). Predict the reactants needed to synthesize the given product. (1) The reactants are: [NH2:1][C:2]1[C:12]2[CH2:11][CH2:10][N:9](C(OC(C)(C)C)=O)[CH2:8][CH2:7][C:6]=2[CH:5]=[CH:4][C:3]=1[OH:20].[F:21][C:22]([F:33])([F:32])[C:23](O[C:23](=O)[C:22]([F:33])([F:32])[F:21])=O.N1C=CC=CC=1.C(O)(C(F)(F)F)=O. Given the product [F:21][C:22]([F:33])([F:32])[C:23]1[O:20][C:3]2[CH:4]=[CH:5][C:6]3[CH2:7][CH2:8][NH:9][CH2:10][CH2:11][C:12]=3[C:2]=2[N:1]=1, predict the reactants needed to synthesize it. (2) Given the product [Cl:16][C:17]1[CH:22]=[C:21]([O:23][CH2:24][CH:25]=[C:26]([Cl:27])[Cl:28])[CH:20]=[C:19]([CH3:29])[C:18]=1[O:1][CH2:2][CH2:3][CH2:4][O:5][C:6]1[CH:11]=[CH:10][C:9]([C:12]([F:15])([F:13])[F:14])=[CH:8][N:7]=1, predict the reactants needed to synthesize it. The reactants are: [OH:1][CH2:2][CH2:3][CH2:4][O:5][C:6]1[CH:11]=[CH:10][C:9]([C:12]([F:15])([F:14])[F:13])=[CH:8][N:7]=1.[Cl:16][C:17]1[CH:22]=[C:21]([O:23][CH2:24][CH:25]=[C:26]([Cl:28])[Cl:27])[CH:20]=[C:19]([CH3:29])[C:18]=1O.C1(P(C2C=CC=CC=2)C2C=CC=CC=2)C=CC=CC=1.N(C(OC(C)C)=O)=NC(OC(C)C)=O.